From a dataset of Reaction yield outcomes from USPTO patents with 853,638 reactions. Predict the reaction yield, written as a fraction of the theoretical maximum amount of product (1.0 means a 100% yield; for example, 0.34 means a 34% yield). (1) The reactants are [CH3:1][O:2][C:3](=[O:31])[C@@H:4]([NH:23]C(OC(C)(C)C)=O)[CH2:5][C:6]1[CH:11]=[CH:10][C:9]([NH:12][C:13](=[O:22])[C:14]2[C:19]([Cl:20])=[CH:18][CH:17]=[CH:16][C:15]=2[Cl:21])=[CH:8][CH:7]=1.Cl. The catalyst is O1CCOCC1.C1COCC1.CO. The product is [ClH:20].[CH3:1][O:2][C:3](=[O:31])[C@@H:4]([NH2:23])[CH2:5][C:6]1[CH:11]=[CH:10][C:9]([NH:12][C:13](=[O:22])[C:14]2[C:15]([Cl:21])=[CH:16][CH:17]=[CH:18][C:19]=2[Cl:20])=[CH:8][CH:7]=1. The yield is 1.00. (2) The reactants are [N:1]([CH2:4][CH2:5][CH2:6][CH2:7][C:8]#[CH:9])=[N+:2]=[N-:3].[C:10]([O:14][CH3:15])(=[O:13])[C:11]#[CH:12].O=C1O[C@H]([C@H](CO)O)C([O-])=C1O.[Na+]. The catalyst is CC(O)(C)C.O. The product is [CH2:4]([N:1]1[CH:12]=[C:11]([C:10]([O:14][CH3:15])=[O:13])[N:3]=[N:2]1)[CH2:5][CH2:6][CH2:7][C:8]#[CH:9]. The yield is 0.610. (3) The reactants are Br[C:2]1[CH:19]=[CH:18][C:5]([O:6][CH2:7][CH:8]2[CH2:13][CH2:12][N:11]([CH2:14][CH:15]([F:17])[CH3:16])[CH2:10][CH2:9]2)=[CH:4][CH:3]=1.[CH3:20][O:21][C:22]([C:24]1[CH:29]=[CH:28][C:27](B(O)O)=[CH:26][CH:25]=1)=[O:23].C([O-])([O-])=O.[Cs+].[Cs+].C([O-])(O)=O.[Na+]. The yield is 0.390. The catalyst is O1CCOCC1.O. The product is [F:17][CH:15]([CH3:16])[CH2:14][N:11]1[CH2:12][CH2:13][CH:8]([CH2:7][O:6][C:5]2[CH:18]=[CH:19][C:2]([C:27]3[CH:28]=[CH:29][C:24]([C:22]([O:21][CH3:20])=[O:23])=[CH:25][CH:26]=3)=[CH:3][CH:4]=2)[CH2:9][CH2:10]1. (4) The reactants are [CH3:1][NH:2][CH2:3][C:4]1[C:8]2[CH:9]=[CH:10][CH:11]=[CH:12][C:7]=2[O:6][C:5]=1[CH3:13].CNCC1C=CC2C(=CC=CC=2)C=1CCC.[ClH:30].[N:31]1([CH2:37][CH2:38][CH2:39][N:40]2[CH2:46][C:45]3[CH:47]=[C:48](/[CH:51]=[CH:52]/[C:53](O)=[O:54])[CH:49]=[N:50][C:44]=3[NH:43][C:42](=[O:56])[CH2:41]2)[CH2:36][CH2:35][O:34][CH2:33][CH2:32]1.Cl.CN1CC2C=C(/C=C/C(O)=O)C=NC=2NC(=O)C1. No catalyst specified. The product is [ClH:30].[CH3:1][N:2]([CH2:3][C:4]1[C:8]2[CH:9]=[CH:10][CH:11]=[CH:12][C:7]=2[O:6][C:5]=1[CH3:13])[C:53](=[O:54])/[CH:52]=[CH:51]/[C:48]1[CH:49]=[N:50][C:44]2[NH:43][C:42](=[O:56])[CH2:41][N:40]([CH2:39][CH2:38][CH2:37][N:31]3[CH2:32][CH2:33][O:34][CH2:35][CH2:36]3)[CH2:46][C:45]=2[CH:47]=1. The yield is 0.680. (5) The reactants are [CH:1]([C:3]1[S:7][C:6]([NH:8][C:9](=[O:11])[CH3:10])=[N:5][CH:4]=1)=O.[NH:12]1[CH2:17][CH2:16][CH2:15][CH2:14][CH2:13]1. No catalyst specified. The product is [N:12]1([CH2:1][C:3]2[S:7][C:6]([NH:8][C:9](=[O:11])[CH3:10])=[N:5][CH:4]=2)[CH2:17][CH2:16][CH2:15][CH2:14][CH2:13]1. The yield is 0.140. (6) The reactants are C(S[C:4]1[N:13]=[CH:12][C:11]2[C:6](=[CH:7][C:8]([O:14][CH:15]3[CH2:20][CH2:19][N:18]([C:21]([O:23][C:24]([CH3:27])([CH3:26])[CH3:25])=[O:22])[CH2:17][CH2:16]3)=[CH:9][CH:10]=2)[N:5]=1)C.O[O:29][S:30]([O-:32])=O.[K+].[CH2:34]1COC[CH2:35]1. The catalyst is O. The product is [CH2:34]([S:30]([C:4]1[N:13]=[CH:12][C:11]2[C:6](=[CH:7][C:8]([O:14][CH:15]3[CH2:20][CH2:19][N:18]([C:21]([O:23][C:24]([CH3:26])([CH3:25])[CH3:27])=[O:22])[CH2:17][CH2:16]3)=[CH:9][CH:10]=2)[N:5]=1)(=[O:32])=[O:29])[CH3:35]. The yield is 0.600. (7) The reactants are [CH2:1]([O:8][C:9]1[CH:14]=[CH:13][C:12]([C:15]2[N:20]=[CH:19][N:18]=[C:17]([NH:21][CH:22]([C:30]3[N:34](COCC[Si](C)(C)C)[N:33]=[N:32][N:31]=3)[CH2:23][C:24]3[CH:29]=[CH:28][CH:27]=[CH:26][CH:25]=3)[CH:16]=2)=[CH:11][CH:10]=1)[C:2]1[CH:7]=[CH:6][CH:5]=[CH:4][CH:3]=1.Cl. The catalyst is O1CCOCC1. The product is [CH2:1]([O:8][C:9]1[CH:10]=[CH:11][C:12]([C:15]2[N:20]=[CH:19][N:18]=[C:17]([NH:21][CH:22]([C:30]3[NH:34][N:33]=[N:32][N:31]=3)[CH2:23][C:24]3[CH:25]=[CH:26][CH:27]=[CH:28][CH:29]=3)[CH:16]=2)=[CH:13][CH:14]=1)[C:2]1[CH:7]=[CH:6][CH:5]=[CH:4][CH:3]=1. The yield is 0.420. (8) The reactants are CC(OC(/N=N/C(OC(C)C)=O)=O)C.C1C=CC(P(C2C=CC=CC=2)C2C=CC=CC=2)=CC=1.[Br:34][C:35]1[C:36]2[O:44][CH:43]=[CH:42][C:37]=2[C:38](=[O:41])[NH:39][CH:40]=1.[N:45]1[C:54]2[C:49](=[CH:50][CH:51]=[CH:52][CH:53]=2)[CH:48]=[CH:47][C:46]=1[CH2:55][CH2:56]O. The catalyst is C1COCC1. The product is [Br:34][C:35]1[C:36]2[O:44][CH:43]=[CH:42][C:37]=2[C:38](=[O:41])[N:39]([CH2:56][CH2:55][C:46]2[CH:47]=[CH:48][C:49]3[C:54](=[CH:53][CH:52]=[CH:51][CH:50]=3)[N:45]=2)[CH:40]=1. The yield is 0.230. (9) The reactants are C[O:2][C:3]1[CH:4]=[C:5]([N:9]2[CH:13]=[CH:12][C:11]([C:14]3[C:22]4[C:21]([NH:23][C@H:24]([C:26]5[N:31]([C:32]6[CH:37]=[CH:36][CH:35]=[CH:34][CH:33]=6)[C:30](=[O:38])[C:29]6=[C:39]([CH3:42])[CH:40]=[CH:41][N:28]6[N:27]=5)[CH3:25])=[N:20][CH:19]=[N:18][C:17]=4[N:16](COCC[Si](C)(C)C)[CH:15]=3)=[N:10]2)[CH:6]=[CH:7][CH:8]=1.B(Br)(Br)Br.N. The catalyst is ClCCl. The product is [OH:2][C:3]1[CH:4]=[C:5]([N:9]2[CH:13]=[CH:12][C:11]([C:14]3[C:22]4[C:21]([NH:23][C@H:24]([C:26]5[N:31]([C:32]6[CH:37]=[CH:36][CH:35]=[CH:34][CH:33]=6)[C:30](=[O:38])[C:29]6=[C:39]([CH3:42])[CH:40]=[CH:41][N:28]6[N:27]=5)[CH3:25])=[N:20][CH:19]=[N:18][C:17]=4[NH:16][CH:15]=3)=[N:10]2)[CH:6]=[CH:7][CH:8]=1. The yield is 0.470. (10) The reactants are C([CH2:4][C:5]1[NH:9][N:8]=[C:7]([NH:10][C:11]([CH2:13][CH2:14][CH3:15])=[O:12])[CH:6]=1)(O)=O.[H-].[H-].[H-].[H-].[Li+].[Al+3].Cl.C1C[O:26]CC1. No catalyst specified. The product is [OH:26][CH2:4][C:5]1[NH:9][N:8]=[C:7]([NH:10][C:11]([CH2:13][CH2:14][CH3:15])=[O:12])[CH:6]=1. The yield is 0.150.